From a dataset of Full USPTO retrosynthesis dataset with 1.9M reactions from patents (1976-2016). Predict the reactants needed to synthesize the given product. (1) Given the product [CH2:23]([N:4]([CH2:1][CH2:2][CH3:3])[CH2:5][CH2:6][CH2:7][CH2:8][NH:9][C:10]([C:12]1[N:13]=[C:14]2[CH2:19][CH2:18][CH:17]([CH2:20][NH2:21])[CH2:16][N:15]2[CH:22]=1)=[O:11])[CH2:24][CH3:25], predict the reactants needed to synthesize it. The reactants are: [CH2:1]([N:4]([CH2:23][CH2:24][CH3:25])[CH2:5][CH2:6][CH2:7][CH2:8][NH:9][C:10]([C:12]1[N:13]=[C:14]2[CH:19]=[CH:18][C:17]([C:20]#[N:21])=[CH:16][N:15]2[CH:22]=1)=[O:11])[CH2:2][CH3:3].[OH-].[Na+]. (2) Given the product [C:1]1([NH:7][C:8](=[S:11])[NH:9]/[N:10]=[CH:12]/[C:13]2[CH:14]=[N:15][CH:16]=[CH:17][CH:18]=2)[CH:2]=[CH:3][CH:4]=[CH:5][CH:6]=1, predict the reactants needed to synthesize it. The reactants are: [C:1]1([NH:7][C:8](=[S:11])[NH:9][NH2:10])[CH:6]=[CH:5][CH:4]=[CH:3][CH:2]=1.[CH:12](=O)[C:13]1[CH:18]=[CH:17][CH:16]=[N:15][CH:14]=1. (3) Given the product [F:1][C:2]1[CH:11]=[C:10]2[C:5]([CH:6]=[CH:7][C:8](=[O:19])[N:9]2[CH2:12][CH2:13][C:14]([OH:16])=[O:15])=[CH:4][CH:3]=1, predict the reactants needed to synthesize it. The reactants are: [F:1][C:2]1[CH:11]=[C:10]2[C:5]([CH:6]=[CH:7][C:8](=[O:19])[N:9]2[CH2:12][CH2:13][C:14]([O:16]CC)=[O:15])=[CH:4][CH:3]=1.[OH-].[Na+]. (4) Given the product [C:21]1([CH2:20][C@H:19]([NH:27][C:28]([O:30][C:31]([CH3:34])([CH3:33])[CH3:32])=[O:29])[C:18](=[O:35])[CH2:17][CH2:16][C:15]([N:11]2[CH2:12][CH2:13][CH2:14][C@H:10]2[C:9]([OH:37])=[O:8])=[O:36])[CH:22]=[CH:23][CH:24]=[CH:25][CH:26]=1, predict the reactants needed to synthesize it. The reactants are: C([O:8][C:9](=[O:37])[C@@H:10]1[CH2:14][CH2:13][CH2:12][N:11]1[C:15](=[O:36])[CH2:16][CH2:17][C:18](=[O:35])[C@@H:19]([NH:27][C:28]([O:30][C:31]([CH3:34])([CH3:33])[CH3:32])=[O:29])[CH2:20][C:21]1[CH:26]=[CH:25][CH:24]=[CH:23][CH:22]=1)C1C=CC=CC=1.[H][H]. (5) Given the product [Br:1][C:2]1[CH:3]=[CH:4][CH:5]=[C:6]2[C:11]=1[N:10]=[CH:9][CH:8]=[C:7]2[N:14]1[CH:18]=[C:17]([C:19]2[CH:20]=[N:21][N:22]([CH3:24])[CH:23]=2)[N:16]=[CH:15]1, predict the reactants needed to synthesize it. The reactants are: [Br:1][C:2]1[CH:3]=[CH:4][CH:5]=[C:6]2[C:11]=1[N:10]=[CH:9][CH:8]=[C:7]2Cl.Cl.[NH:14]1[CH:18]=[C:17]([C:19]2[CH:20]=[N:21][N:22]([CH3:24])[CH:23]=2)[N:16]=[CH:15]1.N1C2C(=CC=CC=2O)C=CC=1.C(=O)([O-])[O-].[Cs+].[Cs+]. (6) Given the product [CH3:1][C:2]1[CH:3]=[C:4]([CH2:11][CH:12]([NH:13][C:24]([N:36]2[CH2:37][CH2:38][CH:39]([N:42]3[CH2:51][C:50]4[C:45](=[CH:46][CH:47]=[CH:48][CH:49]=4)[NH:44][C:43]3=[O:52])[CH2:40][CH2:41]2)=[O:25])[C:14]2[N:18]([CH2:19][C:20]([CH3:23])([CH3:22])[CH3:21])[N:17]=[N:16][N:15]=2)[CH:5]=[C:6]2[C:10]=1[NH:9][N:8]=[CH:7]2, predict the reactants needed to synthesize it. The reactants are: [CH3:1][C:2]1[CH:3]=[C:4]([CH2:11][CH:12]([C:14]2[N:18]([CH2:19][C:20]([CH3:23])([CH3:22])[CH3:21])[N:17]=[N:16][N:15]=2)[NH2:13])[CH:5]=[C:6]2[C:10]=1[NH:9][N:8]=[CH:7]2.[C:24](C1NC=CN=1)(C1NC=CN=1)=[O:25].[NH:36]1[CH2:41][CH2:40][CH:39]([N:42]2[CH2:51][C:50]3[C:45](=[CH:46][CH:47]=[CH:48][CH:49]=3)[NH:44][C:43]2=[O:52])[CH2:38][CH2:37]1. (7) Given the product [OH:26][C:4]1[CH:3]=[C:2]([CH3:1])[C:7]2[C:8](=[O:9])[O:10][C:11]3[C:12]([CH3:23])=[C:13]([O:21][CH3:22])[CH:14]=[C:15]([C:18]([OH:20])=[O:19])[C:16]=3[O:17][C:6]=2[C:5]=1[CH2:24][NH:27][CH2:28][CH2:29][OH:30], predict the reactants needed to synthesize it. The reactants are: [CH3:1][C:2]1[C:7]2[C:8]([O:10][C:11]3[C:12]([CH3:23])=[C:13]([O:21][CH3:22])[CH:14]=[C:15]([C:18]([OH:20])=[O:19])[C:16]=3[O:17][C:6]=2[C:5]([CH:24]=O)=[C:4]([OH:26])[CH:3]=1)=[O:9].[NH2:27][CH2:28][CH2:29][OH:30].[BH4-].[Na+].Cl. (8) Given the product [Br:7][C:8]1[CH:13]=[CH:12][N:11]=[C:10]([O:14][CH2:2][CH2:3][CH2:4][O:5][CH3:6])[CH:9]=1, predict the reactants needed to synthesize it. The reactants are: I[CH2:2][CH2:3][CH2:4][O:5][CH3:6].[Br:7][C:8]1[CH:13]=[CH:12][NH:11][C:10](=[O:14])[CH:9]=1. (9) Given the product [CH3:1][C:2]1([CH3:20])[CH2:11][CH:10]=[C:9]([C:12]2[S:13][CH:14]=[CH:15][CH:16]=2)[C:8]2[CH:7]=[C:6]([C:17]([O:19][C:22]3[CH:36]=[CH:35][C:25]([C:26]([O:28][CH2:29][CH2:30][Si:31]([CH3:32])([CH3:33])[CH3:34])=[O:27])=[CH:24][CH:23]=3)=[O:18])[CH:5]=[CH:4][C:3]1=2, predict the reactants needed to synthesize it. The reactants are: [CH3:1][C:2]1([CH3:20])[CH2:11][CH:10]=[C:9]([C:12]2[S:13][CH:14]=[CH:15][CH:16]=2)[C:8]2[CH:7]=[C:6]([C:17]([OH:19])=[O:18])[CH:5]=[CH:4][C:3]1=2.O[C:22]1[CH:36]=[CH:35][C:25]([C:26]([O:28][CH2:29][CH2:30][Si:31]([CH3:34])([CH3:33])[CH3:32])=[O:27])=[CH:24][CH:23]=1.Cl.CN(C)CCCN=C=NCC.CCOCC. (10) Given the product [C:21]([S@:24]([N:26]=[C:8]([C:5]1[CH:6]=[CH:7][C:2]([F:1])=[CH:3][CH:4]=1)[C@@H:9]([NH:11][C:12](=[O:18])[O:13][C:14]([CH3:17])([CH3:16])[CH3:15])[CH3:10])=[O:25])([CH3:23])([CH3:22])[CH3:20], predict the reactants needed to synthesize it. The reactants are: [F:1][C:2]1[CH:7]=[CH:6][C:5]([C:8](=O)[C@@H:9]([NH:11][C:12](=[O:18])[O:13][C:14]([CH3:17])([CH3:16])[CH3:15])[CH3:10])=[CH:4][CH:3]=1.[CH3:20][C:21]([S@:24]([NH2:26])=[O:25])([CH3:23])[CH3:22].